Dataset: NCI-60 drug combinations with 297,098 pairs across 59 cell lines. Task: Regression. Given two drug SMILES strings and cell line genomic features, predict the synergy score measuring deviation from expected non-interaction effect. (1) Drug 1: C(CCl)NC(=O)N(CCCl)N=O. Drug 2: N.N.Cl[Pt+2]Cl. Cell line: HOP-62. Synergy scores: CSS=21.2, Synergy_ZIP=0.863, Synergy_Bliss=2.11, Synergy_Loewe=-26.6, Synergy_HSA=-3.32. (2) Cell line: HS 578T. Drug 2: CC(C)NC(=O)C1=CC=C(C=C1)CNNC.Cl. Drug 1: C1=CC=C(C(=C1)C(C2=CC=C(C=C2)Cl)C(Cl)Cl)Cl. Synergy scores: CSS=2.14, Synergy_ZIP=4.11, Synergy_Bliss=6.48, Synergy_Loewe=2.80, Synergy_HSA=1.31. (3) Drug 1: C#CCC(CC1=CN=C2C(=N1)C(=NC(=N2)N)N)C3=CC=C(C=C3)C(=O)NC(CCC(=O)O)C(=O)O. Drug 2: CC1=C(C(=O)C2=C(C1=O)N3CC4C(C3(C2COC(=O)N)OC)N4)N. Cell line: UACC62. Synergy scores: CSS=34.9, Synergy_ZIP=2.26, Synergy_Bliss=2.92, Synergy_Loewe=2.08, Synergy_HSA=2.09.